This data is from Catalyst prediction with 721,799 reactions and 888 catalyst types from USPTO. The task is: Predict which catalyst facilitates the given reaction. (1) Reactant: C[O:2][C:3]([C@@H:5]1[CH2:9][O:8][C:7]([CH3:11])([CH3:10])[N:6]1[C:12]([O:14][C:15]([CH3:18])([CH3:17])[CH3:16])=[O:13])=O.[H-].C([Al+]C(C)C)(C)C.CO.[OH-].[Na+]. Product: [C:15]([O:14][C:12]([N:6]1[C@H:5]([CH2:3][OH:2])[CH2:9][O:8][C:7]1([CH3:11])[CH3:10])=[O:13])([CH3:18])([CH3:17])[CH3:16]. The catalyst class is: 4. (2) Reactant: [CH3:1][S:2]([C:5]1[CH:10]=[CH:9][C:8]([NH:11]/[N:12]=[C:13](\[C:18](=[O:24])[CH2:19][C:20](OC)=[O:21])/[C:14]([O:16][CH3:17])=[O:15])=[CH:7][CH:6]=1)(=[O:4])=[O:3].O. Product: [OH:24][C:18]1[C:13]([C:14]([O:16][CH3:17])=[O:15])=[N:12][N:11]([C:8]2[CH:9]=[CH:10][C:5]([S:2]([CH3:1])(=[O:4])=[O:3])=[CH:6][CH:7]=2)[C:20](=[O:21])[CH:19]=1. The catalyst class is: 262. (3) Reactant: [CH2:1]([N:8]([CH2:29][CH:30]1[CH2:32][CH:31]1[CH3:33])[C:9]1[CH:10]=[C:11]([CH:18]=[C:19]([N:21]([S:23]([CH:26]([CH3:28])[CH3:27])(=[O:25])=[O:24])[CH3:22])[N:20]=1)[C:12](N(OC)C)=[O:13])[C:2]1[CH:7]=[CH:6][CH:5]=[CH:4][CH:3]=1.[CH3:34][Mg]Br.[Cl-].[NH4+]. Product: [C:12]([C:11]1[CH:10]=[C:9]([N:8]([CH2:1][C:2]2[CH:7]=[CH:6][CH:5]=[CH:4][CH:3]=2)[CH2:29][CH:30]2[CH2:32][CH:31]2[CH3:33])[N:20]=[C:19]([N:21]([CH3:22])[S:23]([CH:26]([CH3:28])[CH3:27])(=[O:24])=[O:25])[CH:18]=1)(=[O:13])[CH3:34]. The catalyst class is: 1. (4) Reactant: [Cl:1][C:2]1[N:7]=[CH:6][C:5]2[NH:8][C:9]([S:11]([CH3:14])(=[O:13])=[O:12])=[N:10][C:4]=2[CH:3]=1.C(N(CC)C(C)C)(C)C.[CH3:24][Si:25]([CH3:32])([CH3:31])[CH2:26][CH2:27][O:28][CH2:29]Cl.CCOC(C)=O. Product: [Cl:1][C:2]1[N:7]=[CH:6][C:5]2[N:8]([CH2:29][O:28][CH2:27][CH2:26][Si:25]([CH3:32])([CH3:31])[CH3:24])[C:9]([S:11]([CH3:14])(=[O:13])=[O:12])=[N:10][C:4]=2[CH:3]=1. The catalyst class is: 3. (5) Reactant: [N+:1]([C:4]1[CH:5]=[C:6]([CH:10]=[CH:11][CH:12]=1)[CH2:7][CH2:8][NH2:9])([O-:3])=[O:2].C(N(CC)CC)C.[C:20](O[C:20]([O:22][C:23]([CH3:26])([CH3:25])[CH3:24])=[O:21])([O:22][C:23]([CH3:26])([CH3:25])[CH3:24])=[O:21]. Product: [C:23]([O:22][C:20]([NH:9][CH2:8][CH2:7][C:6]1[CH:10]=[CH:11][CH:12]=[C:4]([N+:1]([O-:3])=[O:2])[CH:5]=1)=[O:21])([CH3:26])([CH3:25])[CH3:24]. The catalyst class is: 7. (6) Reactant: [CH3:1][O:2][C:3]1[CH:4]=[C:5]2[C:10](=[CH:11][C:12]=1[O:13][CH3:14])[N:9]=[CH:8][CH:7]=[C:6]2[O:15][C:16]1[C:22]([CH3:23])=[CH:21][C:19]([NH2:20])=[C:18]([CH3:24])[CH:17]=1.Cl[C:26](Cl)([O:28][C:29](=[O:35])OC(Cl)(Cl)Cl)Cl.[C:37]1(O)[CH:42]=[CH:41]C=[CH:39][CH:38]=1.C(=O)(O)[O-].[Na+]. Product: [CH3:1][O:2][C:3]1[CH:4]=[C:5]2[C:10](=[CH:11][C:12]=1[O:13][CH3:14])[N:9]=[CH:8][CH:7]=[C:6]2[O:15][C:16]1[C:22]([CH3:23])=[CH:21][C:19]([NH:20][C:29](=[O:35])[O:28][C:26]2[CH:41]=[CH:42][CH:37]=[CH:38][CH:39]=2)=[C:18]([CH3:24])[CH:17]=1. The catalyst class is: 208. (7) Reactant: [NH:1]1[CH:5]=[CH:4][N:3]=[C:2]1[C:6]1[S:7][CH:8]=[C:9]([C:11]([NH2:13])=O)[N:10]=1.O=P(Cl)(Cl)Cl.C([O-])(O)=O.[Na+]. Product: [NH:3]1[CH:4]=[CH:5][N:1]=[C:2]1[C:6]1[S:7][CH:8]=[C:9]([C:11]#[N:13])[N:10]=1. The catalyst class is: 17. (8) Reactant: C([N:8](CC1C=CC=CC=1)[C:9]1[C:14]([O:15][CH3:16])=[CH:13][C:12]([N:17]2[CH2:22][CH2:21][N:20]([C:23]([O:25][C:26]([CH3:29])([CH3:28])[CH3:27])=[O:24])[CH2:19][CH2:18]2)=[C:11]([CH3:30])[CH:10]=1)C1C=CC=CC=1. Product: [NH2:8][C:9]1[C:14]([O:15][CH3:16])=[CH:13][C:12]([N:17]2[CH2:22][CH2:21][N:20]([C:23]([O:25][C:26]([CH3:28])([CH3:27])[CH3:29])=[O:24])[CH2:19][CH2:18]2)=[C:11]([CH3:30])[CH:10]=1. The catalyst class is: 43.